Task: Predict the reactants needed to synthesize the given product.. Dataset: Full USPTO retrosynthesis dataset with 1.9M reactions from patents (1976-2016) (1) Given the product [CH3:3][N:4]([CH3:8])[CH2:5][CH2:6][O:7][C:12]1[CH:11]=[C:10]([NH2:9])[CH:15]=[CH:14][N:13]=1, predict the reactants needed to synthesize it. The reactants are: [H-].[Na+].[CH3:3][N:4]([CH3:8])[CH2:5][CH2:6][OH:7].[NH2:9][C:10]1[CH:15]=[CH:14][N:13]=[C:12](Cl)[CH:11]=1. (2) Given the product [F:22][CH:23]([F:26])[CH2:24][N:15]1[CH2:16][CH2:17][CH:12]([NH:11][C:10]2[CH:9]=[CH:8][C:7]([S:18]([NH2:21])(=[O:19])=[O:20])=[CH:6][C:5]=2[N+:2]([O-:4])=[O:3])[CH2:13][CH2:14]1, predict the reactants needed to synthesize it. The reactants are: Cl.[N+:2]([C:5]1[CH:6]=[C:7]([S:18]([NH2:21])(=[O:20])=[O:19])[CH:8]=[CH:9][C:10]=1[NH:11][CH:12]1[CH2:17][CH2:16][NH:15][CH2:14][CH2:13]1)([O-:4])=[O:3].[F:22][CH:23]([F:26])[CH2:24]I.C(NC(C)C)(C)C. (3) Given the product [NH2:16][C:5]1[C:4]([C:9](=[O:15])[C:10]([N:12]([CH3:14])[CH3:13])=[O:11])=[CH:3][C:2]([Br:1])=[CH:7][N:6]=1, predict the reactants needed to synthesize it. The reactants are: [Br:1][C:2]1[CH:3]=[C:4]([C:9](=[O:15])[C:10]([N:12]([CH3:14])[CH3:13])=[O:11])[C:5](F)=[N:6][CH:7]=1.[NH3:16]. (4) Given the product [CH2:3]([O:5][C:6]1[CH:13]=[CH:12][C:9](/[CH:10]=[CH:18]/[C:24]([O:26][CH3:30])=[O:25])=[CH:8][CH:7]=1)[CH3:4], predict the reactants needed to synthesize it. The reactants are: [H-].[Na+].[CH2:3]([O:5][C:6]1[CH:13]=[CH:12][C:9]([CH:10]=O)=[CH:8][CH:7]=1)[CH3:4].P(=O)([O-])[O-].[C@H:18](O)([C:24]([O-:26])=[O:25])[C@@H:18](O)[C:24]([O-:26])=[O:25].[Na+].[K+].[CH2:30]1COCC1.